This data is from Forward reaction prediction with 1.9M reactions from USPTO patents (1976-2016). The task is: Predict the product of the given reaction. (1) The product is: [F:31][C:3]([F:2])([F:30])[C:4]1[CH:29]=[CH:28][CH:27]=[CH:26][C:5]=1/[CH:6]=[CH:49]/[C:48]1[CH:47]=[C:46]([CH2:45][CH2:44][CH2:43][N:34]2[C:35](=[O:42])[C:36]3[C:41](=[CH:40][CH:39]=[CH:38][CH:37]=3)[C:33]2=[O:32])[CH:53]=[CH:52][CH:51]=1.[F:31][C:3]([F:2])([F:30])[C:4]1[CH:29]=[CH:28][CH:27]=[CH:26][C:5]=1/[CH:6]=[CH:49]\[C:48]1[CH:47]=[C:46]([CH2:45][CH2:44][CH2:43][N:34]2[C:35](=[O:42])[C:36]3[C:41](=[CH:40][CH:39]=[CH:38][CH:37]=3)[C:33]2=[O:32])[CH:53]=[CH:52][CH:51]=1. Given the reactants [Br-].[F:2][C:3]([F:31])([F:30])[C:4]1[CH:29]=[CH:28][CH:27]=[CH:26][C:5]=1[CH2:6][P+](C1C=CC=CC=1)(C1C=CC=CC=1)C1C=CC=CC=1.[O:32]=[C:33]1[C:41]2[C:36](=[CH:37][CH:38]=[CH:39][CH:40]=2)[C:35](=[O:42])[N:34]1[CH2:43][CH2:44][CH2:45][C:46]1[CH:47]=[C:48]([CH:51]=[CH:52][CH:53]=1)[CH:49]=O, predict the reaction product. (2) Given the reactants Br[C:2]1[CH:9]=[C:8]([N:10]2[C:18]3[CH2:17][C:16]([CH3:20])([CH3:19])[CH2:15][C:14](=[O:21])[C:13]=3[C:12]([CH3:22])=[CH:11]2)[CH:7]=[CH:6][C:3]=1[C:4]#[N:5].[CH3:23][O:24][CH2:25][CH2:26][NH2:27].CC(C)([O-:31])C.[Na+], predict the reaction product. The product is: [CH3:23][O:24][CH2:25][CH2:26][NH:27][C:2]1[CH:9]=[C:8]([N:10]2[C:18]3[CH2:17][C:16]([CH3:20])([CH3:19])[CH2:15][C:14](=[O:21])[C:13]=3[C:12]([CH3:22])=[CH:11]2)[CH:7]=[CH:6][C:3]=1[C:4]([NH2:5])=[O:31]. (3) Given the reactants O[C@@H]1CCCC[C@H]1NC(C1C(C(F)(F)F)=N[C:14]([O:21]CC2CC2)=[C:13]([C:26]2[CH:31]=[CH:30][C:29](Cl)=CC=2)[N:12]=1)=O.[OH:33][C@@H:34]1[CH2:39][CH2:38][CH2:37][CH2:36][C@H:35]1[NH:40][C:41]([C:43]1[C:48]([C:49]([F:52])([F:51])[F:50])=[N:47][C:46](Br)=[C:45]([C:54]2[CH:59]=[CH:58][CH:57]=[C:56]([Cl:60])[CH:55]=2)[N:44]=1)=[O:42].C1(CO)CC1.N1C=CC=CC=1CO, predict the reaction product. The product is: [OH:33][C@@H:34]1[CH2:39][CH2:38][CH2:37][CH2:36][C@H:35]1[NH:40][C:41]([C:43]1[C:48]([C:49]([F:52])([F:51])[F:50])=[N:47][C:46]([O:21][CH2:14][C:13]2[CH:26]=[CH:31][CH:30]=[CH:29][N:12]=2)=[C:45]([C:54]2[CH:59]=[CH:58][CH:57]=[C:56]([Cl:60])[CH:55]=2)[N:44]=1)=[O:42]. (4) Given the reactants [CH3:1][CH:2]([N:4]1[C:12](/[CH:13]=[CH:14]/[C@H:15]([OH:24])[CH2:16][C@H:17]([OH:23])[CH2:18][C:19]([O:21]C)=[O:20])=[C:11]([C:25]2[CH:30]=[CH:29][C:28]([F:31])=[CH:27][CH:26]=2)[C:10]2[C:5]1=[CH:6][CH:7]=[CH:8][CH:9]=2)[CH3:3].CC(C)=O.[OH-].[Na+:37], predict the reaction product. The product is: [CH3:3][CH:2]([N:4]1[C:12](/[CH:13]=[CH:14]/[CH:15]([OH:24])[CH2:16][CH:17]([OH:23])[CH2:18][C:19]([O-:21])=[O:20])=[C:11]([C:25]2[CH:26]=[CH:27][C:28]([F:31])=[CH:29][CH:30]=2)[C:10]2[CH:9]=[CH:8][CH:7]=[CH:6][C:5]1=2)[CH3:1].[Na+:37]. (5) Given the reactants [Cl:1][C:2]1[C:12]([O:13][CH2:14][CH2:15][N:16]2[CH:20]=[N:19][N:18]=[N:17]2)=[C:11]([Cl:21])[CH:10]=[CH:9][C:3]=1[C:4]([O:6]CC)=[O:5].[OH-].[Na+], predict the reaction product. The product is: [Cl:1][C:2]1[C:12]([O:13][CH2:14][CH2:15][N:16]2[CH:20]=[N:19][N:18]=[N:17]2)=[C:11]([Cl:21])[CH:10]=[CH:9][C:3]=1[C:4]([OH:6])=[O:5]. (6) The product is: [N+:19]([C:16]1[CH:17]=[CH:18][C:13]([C:10]2[CH2:11][CH2:12][N:7]([CH2:6][CH2:5][OH:4])[CH2:8][CH:9]=2)=[CH:14][C:15]=1[O:22][CH:23]([CH3:25])[CH3:24])([O-:21])=[O:20]. Given the reactants [BH4-].[Na+].[I-].[OH:4][CH2:5][CH2:6][N+:7]1[CH:12]=[CH:11][C:10]([C:13]2[CH:18]=[CH:17][C:16]([N+:19]([O-:21])=[O:20])=[C:15]([O:22][CH:23]([CH3:25])[CH3:24])[CH:14]=2)=[CH:9][CH:8]=1, predict the reaction product. (7) Given the reactants [CH3:1][S:2][C:3]1[N:8]=[C:7]([CH2:9][C:10](=[O:12])[CH3:11])[CH:6]=[CH:5][N:4]=1.[CH3:13][N:14]([CH:16](OC)OC)[CH3:15], predict the reaction product. The product is: [CH3:13][N:14]([CH3:16])[CH:15]=[C:9]([C:7]1[CH:6]=[CH:5][N:4]=[C:3]([S:2][CH3:1])[N:8]=1)[C:10](=[O:12])[CH3:11].